From a dataset of Peptide-MHC class I binding affinity with 185,985 pairs from IEDB/IMGT. Regression. Given a peptide amino acid sequence and an MHC pseudo amino acid sequence, predict their binding affinity value. This is MHC class I binding data. The peptide sequence is KQQKVYALF. The MHC is HLA-A02:01 with pseudo-sequence HLA-A02:01. The binding affinity (normalized) is 0.